Dataset: Forward reaction prediction with 1.9M reactions from USPTO patents (1976-2016). Task: Predict the product of the given reaction. (1) The product is: [CH3:1][C:2]([CH3:7])([CH3:3])[CH2:25][C:24]([NH:19][C:3]1[C:4]([CH3:18])=[C:5]([CH3:17])[C:6]2[O:10][CH2:9][CH:8]([C:11]3[CH:16]=[CH:15][CH:14]=[CH:13][CH:12]=3)[C:7]=2[C:2]=1[CH3:1])=[O:23]. Given the reactants [CH3:1][C:2]1[C:7]2[CH:8]([C:11]3[CH:16]=[CH:15][CH:14]=[CH:13][CH:12]=3)[CH2:9][O:10][C:6]=2[C:5]([CH3:17])=[C:4]([CH3:18])[C:3]=1[NH2:19].C([O:23][CH2:24][CH3:25])(=O)C, predict the reaction product. (2) Given the reactants [C:1]([C:3]1[C:4]([C:17]([F:20])([F:19])[F:18])=[C:5]2[C:9](=[CH:10][CH:11]=1)[N:8]([CH2:12][C:13](=[NH:16])[NH:14][OH:15])[CH:7]=[CH:6]2)#[N:2].[Cl:21][C:22]1[CH:30]=[CH:29][C:25]([C:26](O)=O)=[CH:24][CH:23]=1, predict the reaction product. The product is: [Cl:21][C:22]1[CH:30]=[CH:29][C:25]([C:26]2[O:15][N:14]=[C:13]([CH2:12][N:8]3[C:9]4[C:5](=[C:4]([C:17]([F:19])([F:20])[F:18])[C:3]([C:1]#[N:2])=[CH:11][CH:10]=4)[CH:6]=[CH:7]3)[N:16]=2)=[CH:24][CH:23]=1. (3) Given the reactants [NH2:1][C:2](=[N:19][OH:20])[CH:3]1[CH2:6][C:5]2([CH2:11][CH2:10][N:9]([C:12]([O:14][C:15]([CH3:18])([CH3:17])[CH3:16])=[O:13])[CH2:8][CH2:7]2)[CH2:4]1.CCN(C(C)C)C(C)C.[F:30][C:31]([F:42])([F:41])[C:32]1[CH:40]=[CH:39][C:35]([C:36](Cl)=O)=[CH:34][CH:33]=1, predict the reaction product. The product is: [F:30][C:31]([F:41])([F:42])[C:32]1[CH:33]=[CH:34][C:35]([C:36]2[O:20][N:19]=[C:2]([CH:3]3[CH2:4][C:5]4([CH2:11][CH2:10][N:9]([C:12]([O:14][C:15]([CH3:17])([CH3:16])[CH3:18])=[O:13])[CH2:8][CH2:7]4)[CH2:6]3)[N:1]=2)=[CH:39][CH:40]=1. (4) Given the reactants [OH-].[Na+].C[O:4][C:5](=[O:41])[CH2:6][C:7]1[CH:8]=[C:9]([C:15]2[CH:20]=[CH:19][C:18]([C:21]([CH2:39][CH3:40])([C:24]3[CH:29]=[CH:28][C:27](/[CH:30]=[CH:31]/[C:32]([CH2:36][CH3:37])([OH:35])[CH2:33][CH3:34])=[C:26]([CH3:38])[CH:25]=3)[CH2:22][CH3:23])=[CH:17][CH:16]=2)[C:10]([O:13][CH3:14])=[CH:11][CH:12]=1.[Cl-].[NH4+], predict the reaction product. The product is: [CH2:22]([C:21]([C:18]1[CH:17]=[CH:16][C:15]([C:9]2[C:10]([O:13][CH3:14])=[CH:11][CH:12]=[C:7]([CH2:6][C:5]([OH:41])=[O:4])[CH:8]=2)=[CH:20][CH:19]=1)([C:24]1[CH:29]=[CH:28][C:27](/[CH:30]=[CH:31]/[C:32]([CH2:33][CH3:34])([OH:35])[CH2:36][CH3:37])=[C:26]([CH3:38])[CH:25]=1)[CH2:39][CH3:40])[CH3:23].